Dataset: NCI-60 drug combinations with 297,098 pairs across 59 cell lines. Task: Regression. Given two drug SMILES strings and cell line genomic features, predict the synergy score measuring deviation from expected non-interaction effect. Synergy scores: CSS=11.1, Synergy_ZIP=0.726, Synergy_Bliss=2.56, Synergy_Loewe=-4.24, Synergy_HSA=2.16. Drug 2: CN(C(=O)NC(C=O)C(C(C(CO)O)O)O)N=O. Cell line: TK-10. Drug 1: CC1CCC2CC(C(=CC=CC=CC(CC(C(=O)C(C(C(=CC(C(=O)CC(OC(=O)C3CCCCN3C(=O)C(=O)C1(O2)O)C(C)CC4CCC(C(C4)OC)OCCO)C)C)O)OC)C)C)C)OC.